This data is from Cav3 T-type calcium channel HTS with 100,875 compounds. The task is: Binary Classification. Given a drug SMILES string, predict its activity (active/inactive) in a high-throughput screening assay against a specified biological target. (1) The drug is N(c1n2nc(nc2nc(c1)C)C)(c1cc(ccc1)C)C. The result is 0 (inactive). (2) The drug is s1c(nnc1N(C(=O)c1cccnc1)C)c1ccc(OC)cc1. The result is 0 (inactive). (3) The drug is O=C1N(C(=O)C2C1C1CC2C=C1)CCNC(=O)Nc1ccc(OC)cc1. The result is 0 (inactive). (4) The molecule is OC(Cn1c2c(c3c1cccc3)cccc2)CNc1c(OC)cccc1. The result is 0 (inactive). (5) The drug is O=C(NCCC=1CCCCC1)Cn1nc(nn1)c1ccc(cc1)C. The result is 0 (inactive). (6) The result is 0 (inactive). The drug is O1CCN(CC1)c1c(OCC)cc(NC(=O)Cc2c3c(ccc2)cccc3)c(OCC)c1. (7) The compound is Clc1ccc(S(=O)(=O)N(Cc2c(F)cccc2)CC(=O)NCCCO)cc1. The result is 0 (inactive). (8) The compound is S\1C(Cc2cc(c(cc2)C)C)C(=O)NC1=C(\C(=O)C)C#N. The result is 0 (inactive). (9) The molecule is s1c(C(=O)CCC(=O)Nc2ccc(cc2)C)ccc1. The result is 0 (inactive). (10) The compound is OC1(C(=O)C=2C(=CC1=O)C=C(OC2)/C=C\COC)C. The result is 0 (inactive).